From a dataset of Full USPTO retrosynthesis dataset with 1.9M reactions from patents (1976-2016). Predict the reactants needed to synthesize the given product. (1) Given the product [Br:15][CH2:1][C:2]1[C:3]2[CH:14]=[CH:13][CH:12]=[CH:11][C:4]=2[S:5][C:6]=1[C:7]([O:9][CH3:10])=[O:8], predict the reactants needed to synthesize it. The reactants are: [CH3:1][C:2]1[C:3]2[CH:14]=[CH:13][CH:12]=[CH:11][C:4]=2[S:5][C:6]=1[C:7]([O:9][CH3:10])=[O:8].[Br:15]N1C(=O)CCC1=O.N(C(C)(C)C#N)=NC(C)(C)C#N. (2) Given the product [C:11]([C:3]1[C:2]([C:19]2[CH:20]=[CH:21][C:22]([O:24][CH3:25])=[CH:23][C:18]=2[NH:17][C:15](=[O:16])[C:14]([CH3:29])([CH3:13])[CH3:30])=[C:6]([CH2:7][CH3:8])[N:5]([CH2:9][CH3:10])[N:4]=1)#[N:12], predict the reactants needed to synthesize it. The reactants are: Br[C:2]1[C:3]([C:11]#[N:12])=[N:4][N:5]([CH2:9][CH3:10])[C:6]=1[CH2:7][CH3:8].[CH3:13][C:14]([CH3:30])([CH3:29])[C:15]([NH:17][C:18]1[CH:23]=[C:22]([O:24][CH3:25])[CH:21]=[CH:20][C:19]=1B(O)O)=[O:16].C(=O)([O-])[O-].[Na+].[Na+].O.